This data is from Catalyst prediction with 721,799 reactions and 888 catalyst types from USPTO. The task is: Predict which catalyst facilitates the given reaction. (1) Reactant: [F:1][C:2]([F:11])([F:10])[C:3]1[CH:8]=[CH:7][N:6]=[C:5]([OH:9])[CH:4]=1.C1(P(C2C=CC=CC=2)C2C=CC=CC=2)C=CC=CC=1.N(C(OCC)=O)=NC(OCC)=O.O[CH2:44][C:45]1[S:46][C:47]2[C:53]([C:54]3[CH:55]=[C:56]([CH:62]=[CH:63][CH:64]=3)[C:57]([O:59][CH2:60][CH3:61])=[O:58])=[CH:52][CH:51]=[CH:50][C:48]=2[CH:49]=1. Product: [F:11][C:2]([F:1])([F:10])[C:3]1[CH:8]=[CH:7][N:6]=[C:5]([O:9][CH2:44][C:45]2[S:46][C:47]3[C:53]([C:54]4[CH:55]=[C:56]([CH:62]=[CH:63][CH:64]=4)[C:57]([O:59][CH2:60][CH3:61])=[O:58])=[CH:52][CH:51]=[CH:50][C:48]=3[CH:49]=2)[CH:4]=1. The catalyst class is: 1. (2) Reactant: [CH:1]1([C:4]2[N:5]=[C:6]3[C:12]([C:13](O)=[O:14])=[CH:11][N:10]([CH2:16][O:17][CH2:18][CH2:19][Si:20]([CH3:23])([CH3:22])[CH3:21])[C:7]3=[N:8][CH:9]=2)[CH2:3][CH2:2]1.[CH3:24][O:25][C:26]([C:28]1([NH2:40])[CH2:32][CH2:31][N:30]([C:33]([O:35][C:36]([CH3:39])([CH3:38])[CH3:37])=[O:34])[CH2:29]1)=[O:27].C(Cl)CCl.C1C=CC2N(O)N=NC=2C=1.CCN(C(C)C)C(C)C. Product: [CH3:24][O:25][C:26]([C:28]1([NH:40][C:13]([C:12]2[C:6]3[C:7](=[N:8][CH:9]=[C:4]([CH:1]4[CH2:2][CH2:3]4)[N:5]=3)[N:10]([CH2:16][O:17][CH2:18][CH2:19][Si:20]([CH3:23])([CH3:22])[CH3:21])[CH:11]=2)=[O:14])[CH2:32][CH2:31][N:30]([C:33]([O:35][C:36]([CH3:37])([CH3:39])[CH3:38])=[O:34])[CH2:29]1)=[O:27]. The catalyst class is: 3. (3) Reactant: [H-].[Na+].C1(C)C=CC(S(O[CH2:13][C:14]2([CH3:17])[CH2:16][O:15]2)(=O)=O)=CC=1.[Cl:19][C:20]1[CH:32]=[CH:31][C:23]([CH2:24][N:25]2[CH2:29][CH2:28][NH:27][C:26]2=[O:30])=[CH:22][CH:21]=1.O. Product: [Cl:19][C:20]1[CH:32]=[CH:31][C:23]([CH2:24][N:25]2[CH2:29][CH2:28][N:27]([CH2:13][C:14]3([CH3:17])[CH2:16][O:15]3)[C:26]2=[O:30])=[CH:22][CH:21]=1. The catalyst class is: 3. (4) Reactant: [Cl:1][C:2]1[CH:10]=[CH:9][C:8]([C:11]#[C:12][CH:13]2[CH2:15][CH2:14]2)=[CH:7][C:3]=1[C:4]([OH:6])=O.[NH2:16][C:17]1[CH:18]=[C:19]([C:29]([NH:31][C:32]2[CH:37]=[CH:36][CH:35]=[C:34]([Cl:38])[C:33]=2[CH3:39])=[O:30])[C:20]2[N:24]=[C:23]([N:25]([CH3:27])[CH3:26])[NH:22][C:21]=2[CH:28]=1.CN(C(ON1N=NC2C=CC=NC1=2)=[N+](C)C)C.F[P-](F)(F)(F)(F)F.C(N(CC)C(C)C)(C)C. Product: [Cl:1][C:2]1[CH:10]=[CH:9][C:8]([C:11]#[C:12][CH:13]2[CH2:15][CH2:14]2)=[CH:7][C:3]=1[C:4]([NH:16][C:17]1[CH:18]=[C:19]([C:29]([NH:31][C:32]2[CH:37]=[CH:36][CH:35]=[C:34]([Cl:38])[C:33]=2[CH3:39])=[O:30])[C:20]2[N:24]=[C:23]([N:25]([CH3:26])[CH3:27])[NH:22][C:21]=2[CH:28]=1)=[O:6]. The catalyst class is: 39. (5) Reactant: Br[C:2]1[N:10]2[C:5]([CH:6]=[N:7][C:8]([S:11][CH3:12])=[N:9]2)=[CH:4][CH:3]=1.[F:13][C:14]1([F:26])[O:18][C:17]2[CH:19]=[CH:20][CH:21]=[C:22](B(O)O)[C:16]=2[O:15]1.C(=O)([O-])[O-].[Na+].[Na+].O1CCOCC1. Product: [F:26][C:14]1([F:13])[O:15][C:16]2[CH:22]=[CH:21][CH:20]=[C:19]([C:2]3[N:10]4[C:5]([CH:6]=[N:7][C:8]([S:11][CH3:12])=[N:9]4)=[CH:4][CH:3]=3)[C:17]=2[O:18]1. The catalyst class is: 257. (6) Reactant: [Na].Cl.[CH:3]1([C:6](=[NH:8])[NH2:7])[CH2:5][CH2:4]1.C([O:11][C:12]([CH:14]1[CH2:18][CH2:17][N:16]=[C:15]1OCC)=O)C.Cl. Product: [CH:3]1([C:6]2[N:8]=[C:12]([OH:11])[C:14]3[CH2:18][CH2:17][NH:16][C:15]=3[N:7]=2)[CH2:5][CH2:4]1. The catalyst class is: 24. (7) Reactant: C(OC([NH:8][C@H:9]1[CH2:13][CH2:12][N:11]([C:14]2[CH:19]=[CH:18][C:17]([N:20]3[CH2:24][C@H:23]([CH2:25][N:26]4[CH:30]=[CH:29][N:28]=[N:27]4)[O:22][C:21]3=[O:31])=[CH:16][C:15]=2[F:32])[CH2:10]1)=O)(C)(C)C.Cl. Product: [NH2:8][C@H:9]1[CH2:13][CH2:12][N:11]([C:14]2[CH:19]=[CH:18][C:17]([N:20]3[CH2:24][C@H:23]([CH2:25][N:26]4[CH:30]=[CH:29][N:28]=[N:27]4)[O:22][C:21]3=[O:31])=[CH:16][C:15]=2[F:32])[CH2:10]1. The catalyst class is: 429. (8) Reactant: [CH3:1][C:2]([CH3:23])([CH3:22])[C:3]([C:5]1[C:13]2[C:8](=[CH:9][C:10]([O:14][CH3:15])=[CH:11][CH:12]=2)[N:7]([CH2:16][C:17]([O:19]CC)=[O:18])[N:6]=1)=[O:4].O.[OH-].[Na+]. Product: [CH3:1][C:2]([CH3:23])([CH3:22])[C:3]([C:5]1[C:13]2[C:8](=[CH:9][C:10]([O:14][CH3:15])=[CH:11][CH:12]=2)[N:7]([CH2:16][C:17]([OH:19])=[O:18])[N:6]=1)=[O:4]. The catalyst class is: 5. (9) Reactant: [NH:1]1[C:9]2[C:4](=[CH:5][CH:6]=[C:7]([C:10]([OH:12])=O)[CH:8]=2)[CH:3]=[CH:2]1.C(N1C=CN=C1)(N1C=CN=C1)=O.C(OC(OC(OC(C)(C)C)=O)=O)(C)(C)C.[CH3:40][N:41]([CH3:46])[S:42]([NH2:45])(=[O:44])=[O:43].[OH-].[Na+].Cl. Product: [CH3:40][N:41]([CH3:46])[S:42]([NH:45][C:10]([C:7]1[CH:8]=[C:9]2[C:4]([CH:3]=[CH:2][NH:1]2)=[CH:5][CH:6]=1)=[O:12])(=[O:44])=[O:43]. The catalyst class is: 1.